This data is from Catalyst prediction with 721,799 reactions and 888 catalyst types from USPTO. The task is: Predict which catalyst facilitates the given reaction. Reactant: [CH2:1]1[C:3]2([CH2:8][N:7]([C:9]3[C:10]4[CH:17]=[CH:16][NH:15][C:11]=4[N:12]=[CH:13][N:14]=3)[CH2:6][CH2:5][NH:4]2)[CH2:2]1.[CH:18]1([NH:22][S:23](Cl)(=[O:25])=[O:24])[CH2:21][CH2:20][CH2:19]1. Product: [CH:18]1([NH:22][S:23]([N:4]2[C:3]3([CH2:1][CH2:2]3)[CH2:8][N:7]([C:9]3[C:10]4[CH:17]=[CH:16][NH:15][C:11]=4[N:12]=[CH:13][N:14]=3)[CH2:6][CH2:5]2)(=[O:25])=[O:24])[CH2:21][CH2:20][CH2:19]1. The catalyst class is: 17.